Task: Predict the reactants needed to synthesize the given product.. Dataset: Full USPTO retrosynthesis dataset with 1.9M reactions from patents (1976-2016) (1) Given the product [CH2:37]([N:44]1[CH2:48][CH2:19][C@@:18]([S:15]([C:12]2[CH:13]=[CH:14][C:9]([F:8])=[C:10]([CH3:36])[CH:11]=2)(=[O:17])=[O:16])([C:20]2[CH:25]=[CH:24][C:23]([C:26]([F:35])([C:27]([F:30])([F:28])[F:29])[C:31]([F:32])([F:33])[F:34])=[CH:22][CH:21]=2)[CH2:45]1)[C:38]1[CH:43]=[CH:42][CH:41]=[CH:40][CH:39]=1, predict the reactants needed to synthesize it. The reactants are: FC(F)(F)C(O)=O.[F:8][C:9]1[CH:14]=[CH:13][C:12]([S:15]([C:18]([C:20]2[CH:25]=[CH:24][C:23]([C:26]([F:35])([C:31]([F:34])([F:33])[F:32])[C:27]([F:30])([F:29])[F:28])=[CH:22][CH:21]=2)=[CH2:19])(=[O:17])=[O:16])=[CH:11][C:10]=1[CH3:36].[CH2:37]([N:44]([CH2:48][Si](C)(C)C)[CH2:45]OC)[C:38]1[CH:43]=[CH:42][CH:41]=[CH:40][CH:39]=1. (2) Given the product [O:13]1[CH2:17][CH2:16][CH:15]([CH2:18][NH:19][C:9]([C:6]2[CH:5]=[C:4]([CH2:1][CH2:2][CH3:3])[O:8][N:7]=2)=[O:11])[CH2:14]1, predict the reactants needed to synthesize it. The reactants are: [CH2:1]([C:4]1[O:8][N:7]=[C:6]([C:9]([OH:11])=O)[CH:5]=1)[CH2:2][CH3:3].Cl.[O:13]1[CH2:17][CH2:16][CH:15]([CH2:18][NH2:19])[CH2:14]1.C(N(CC)CC)C.ON1C2C=CC=CC=2N=N1.Cl.C(N=C=NCCCN(C)C)C. (3) Given the product [CH3:42][S:43]([O:1][CH2:2][CH:3]1[CH2:6][C:5]([CH2:29][C:30]#[N:31])([N:7]2[CH:11]=[C:10]([C:12]3[C:13]4[CH:20]=[CH:19][N:18]([CH2:21][O:22][CH2:23][CH2:24][Si:25]([CH3:27])([CH3:26])[CH3:28])[C:14]=4[N:15]=[CH:16][N:17]=3)[CH:9]=[N:8]2)[CH2:4]1)(=[O:45])=[O:44], predict the reactants needed to synthesize it. The reactants are: [OH:1][CH2:2][CH:3]1[CH2:6][C:5]([CH2:29][C:30]#[N:31])([N:7]2[CH:11]=[C:10]([C:12]3[C:13]4[CH:20]=[CH:19][N:18]([CH2:21][O:22][CH2:23][CH2:24][Si:25]([CH3:28])([CH3:27])[CH3:26])[C:14]=4[N:15]=[CH:16][N:17]=3)[CH:9]=[N:8]2)[CH2:4]1.C(Cl)Cl.C(N(CC)CC)C.[CH3:42][S:43](Cl)(=[O:45])=[O:44]. (4) Given the product [F:33][C:30]1[CH:31]=[CH:32][C:27]([C:26]([NH:25][C:22]2[CH:21]=[CH:20][C:19]([NH:18][C:2]3[CH:11]=[CH:10][N:9]=[C:8]4[C:3]=3[C:4]3[CH:16]=[CH:15][CH:14]=[C:13]([OH:17])[C:5]=3[C:6](=[O:12])[NH:7]4)=[CH:24][CH:23]=2)=[O:38])=[C:28]([C:34]([F:35])([F:36])[F:37])[CH:29]=1, predict the reactants needed to synthesize it. The reactants are: Cl[C:2]1[CH:11]=[CH:10][N:9]=[C:8]2[C:3]=1[C:4]1[CH:16]=[CH:15][CH:14]=[C:13]([OH:17])[C:5]=1[C:6](=[O:12])[NH:7]2.[NH2:18][C:19]1[CH:24]=[CH:23][C:22]([NH:25][C:26](=[O:38])[C:27]2[CH:32]=[CH:31][C:30]([F:33])=[CH:29][C:28]=2[C:34]([F:37])([F:36])[F:35])=[CH:21][CH:20]=1.